This data is from Reaction yield outcomes from USPTO patents with 853,638 reactions. The task is: Predict the reaction yield, written as a fraction of the theoretical maximum amount of product (1.0 means a 100% yield; for example, 0.34 means a 34% yield). (1) The reactants are Cl[C:2]1[N:7]=[C:6]([NH2:8])[CH:5]=[CH:4][C:3]=1[O:9][C:10]1[C:19]2[C:14](=[CH:15][C:16]([O:22][CH3:23])=[C:17]([O:20][CH3:21])[CH:18]=2)[N:13]=[CH:12][CH:11]=1.CO.O1CCCC1.C(N(CC)CC)C. The catalyst is [C].[Pd].C(OCC)(=O)C. The product is [CH3:21][O:20][C:17]1[CH:18]=[C:19]2[C:14](=[CH:15][C:16]=1[O:22][CH3:23])[N:13]=[CH:12][CH:11]=[C:10]2[O:9][C:3]1[CH:4]=[CH:5][C:6]([NH2:8])=[N:7][CH:2]=1. The yield is 0.310. (2) The reactants are Br[C:2]1[S:6][C:5]([C:7]([NH:9][C:10]2[CH:15]=[CH:14][CH:13]=[CH:12][C:11]=2[Cl:16])=[O:8])=[CH:4][CH:3]=1.[Cl:17][C:18]1[C:19](B2OC(C)(C)C(C)(C)O2)=[CH:20][C:21]2[O:25][C:24]([CH3:26])=[N:23][C:22]=2[CH:27]=1.C(=O)([O-])[O-].[Na+].[Na+].CC(=O)OCC.[Cl-].[Na+].O. The catalyst is COCCOC.CCO.O.[Pd].C1(P(C2C=CC=CC=2)C2C=CC=CC=2)C=CC=CC=1.C1(P(C2C=CC=CC=2)C2C=CC=CC=2)C=CC=CC=1.C1(P(C2C=CC=CC=2)C2C=CC=CC=2)C=CC=CC=1.C1(P(C2C=CC=CC=2)C2C=CC=CC=2)C=CC=CC=1. The product is [Cl:17][C:18]1[C:19]([C:2]2[S:6][C:5]([C:7]([NH:9][C:10]3[CH:15]=[CH:14][CH:13]=[CH:12][C:11]=3[Cl:16])=[O:8])=[CH:4][CH:3]=2)=[CH:20][C:21]2[O:25][C:24]([CH3:26])=[N:23][C:22]=2[CH:27]=1. The yield is 0.331. (3) The reactants are [CH2:1]([NH:6][C:7]1[N:8]=[CH:9][NH:10][C:11]=1[C:12]1[NH:16][N:15]=[C:14]([C:17]2[CH:22]=[CH:21][CH:20]=[CH:19][CH:18]=2)[N:13]=1)[CH2:2][CH2:3][CH2:4][CH3:5].C1N=CN([C:28](N2C=NC=C2)=[O:29])C=1. The catalyst is C1COCC1. The product is [CH2:1]([N:6]1[C:7]2[N:8]=[CH:9][NH:10][C:11]=2[C:12]2=[N:13][C:14]([C:17]3[CH:22]=[CH:21][CH:20]=[CH:19][CH:18]=3)=[N:15][N:16]2[C:28]1=[O:29])[CH2:2][CH2:3][CH2:4][CH3:5]. The yield is 0.450. (4) The reactants are C([O:3][C:4]([C:6]1[NH:7][C:8]2[C:13]([CH:14]=1)=[CH:12][CH:11]=[CH:10][C:9]=2[CH2:15][C:16]#[N:17])=[O:5])C.O[Li].O.Cl. The catalyst is C1COCC1.CCO.O. The product is [C:16]([CH2:15][C:9]1[CH:10]=[CH:11][CH:12]=[C:13]2[C:8]=1[NH:7][C:6]([C:4]([OH:5])=[O:3])=[CH:14]2)#[N:17]. The yield is 0.850. (5) The product is [CH:1]1([NH:4][C:5](=[O:40])[C:6]2[CH:11]=[CH:10][C:9]([C:12]3[N:16]4[N:17]=[C:18]([CH:28]([C:30]5[CH:35]=[CH:34][CH:33]=[C:32]([F:36])[C:31]=5[OH:37])[OH:29])[CH:19]=[C:20]([NH:21][CH2:22][CH2:23][C:24]([F:27])([F:25])[F:26])[C:15]4=[N:14][CH:13]=3)=[CH:8][C:7]=2[CH3:39])[CH2:2][CH2:3]1. The catalyst is CS(C)=O. The yield is 0.320. The reactants are [CH:1]1([NH:4][C:5](=[O:40])[C:6]2[CH:11]=[CH:10][C:9]([C:12]3[N:16]4[N:17]=[C:18]([CH:28]([C:30]5[CH:35]=[CH:34][CH:33]=[C:32]([F:36])[C:31]=5[O:37]C)[OH:29])[CH:19]=[C:20]([NH:21][CH2:22][CH2:23][C:24]([F:27])([F:26])[F:25])[C:15]4=[N:14][CH:13]=3)=[CH:8][C:7]=2[CH3:39])[CH2:3][CH2:2]1.C[S-].[Na+].Cl. (6) The reactants are [N+:1]([O-:4])(O)=[O:2].[Br:5][C:6]1[N:11]2[N:12]=[C:13]([CH2:15][CH3:16])[CH:14]=[C:10]2[CH:9]=[CH:8][CH:7]=1. The catalyst is S(=O)(=O)(O)O. The product is [Br:5][C:6]1[N:11]2[N:12]=[C:13]([CH2:15][CH3:16])[C:14]([N+:1]([O-:4])=[O:2])=[C:10]2[CH:9]=[CH:8][CH:7]=1. The yield is 0.310. (7) The reactants are [F:1][C:2]1[CH:3]=[CH:4][C:5]([SH:11])=[C:6]([CH:10]=1)[C:7]([OH:9])=O.[C:12]([C:14]1[CH:19]=[CH:18][CH:17]=[CH:16][N:15]=1)#[N:13]. The catalyst is N1C=CC=CC=1. The product is [F:1][C:2]1[CH:3]=[CH:4][C:5]2[S:11][C:12]([C:14]3[CH:19]=[CH:18][CH:17]=[CH:16][N:15]=3)=[N:13][C:7](=[O:9])[C:6]=2[CH:10]=1. The yield is 0.0400.